Predict the reaction yield, written as a fraction of the theoretical maximum amount of product (1.0 means a 100% yield; for example, 0.34 means a 34% yield). From a dataset of Reaction yield outcomes from USPTO patents with 853,638 reactions. No catalyst specified. The reactants are FC(F)(F)C1C=C(NC(=O)NC2C=CC(C3SC(CCC(OC)=O)=NC=3)=CC=2)C=CC=1.[NH2:32][C:33]1[CH:38]=[CH:37][C:36]([C:39]2[S:43][C:42]([CH:44]3[CH2:49][CH2:48][CH:47]([C:50]([O:52][CH3:53])=[O:51])[CH2:46][CH2:45]3)=[N:41][CH:40]=2)=[CH:35][CH:34]=1.[N:54]([C:57]1[CH:62]=[CH:61][CH:60]=[CH:59][C:58]=1[F:63])=[C:55]=[O:56]. The product is [F:63][C:58]1[CH:59]=[CH:60][CH:61]=[CH:62][C:57]=1[NH:54][C:55](=[O:56])[NH:32][C:33]1[CH:34]=[CH:35][C:36]([C:39]2[S:43][C:42]([CH:44]3[CH2:45][CH2:46][CH:47]([C:50]([O:52][CH3:53])=[O:51])[CH2:48][CH2:49]3)=[N:41][CH:40]=2)=[CH:37][CH:38]=1. The yield is 0.620.